Dataset: Full USPTO retrosynthesis dataset with 1.9M reactions from patents (1976-2016). Task: Predict the reactants needed to synthesize the given product. (1) The reactants are: [Br:1][C:2]1[CH:7]=[CH:6][C:5]([CH2:8][C@H:9]([NH:13][C:14]([C:16]2[S:17][C:18]([C:21]([CH3:24])([CH3:23])[CH3:22])=[CH:19][CH:20]=2)=[O:15])[C:10](O)=[O:11])=[CH:4][CH:3]=1.[NH2:25][C@@H:26]([C:28]([O:30][C:31]([CH3:34])([CH3:33])[CH3:32])=[O:29])[CH3:27].CCN(C(C)C)C(C)C.CN(C(ON1N=NC2C=CC=NC1=2)=[N+](C)C)C.F[P-](F)(F)(F)(F)F. Given the product [Br:1][C:2]1[CH:7]=[CH:6][C:5]([CH2:8][C@H:9]([NH:13][C:14]([C:16]2[S:17][C:18]([C:21]([CH3:23])([CH3:24])[CH3:22])=[CH:19][CH:20]=2)=[O:15])[C:10]([NH:25][C@@H:26]([C:28]([O:30][C:31]([CH3:34])([CH3:33])[CH3:32])=[O:29])[CH3:27])=[O:11])=[CH:4][CH:3]=1, predict the reactants needed to synthesize it. (2) Given the product [Cl:31][C:26]1[CH:27]=[CH:28][CH:29]=[CH:30][C:25]=1[O:24][CH2:23][C:20]1[S:19][C:18]([N:17]([CH3:58])[C:15]([C:11]2[CH:10]=[C:9]3[C:14](=[CH:13][CH:12]=2)[CH2:5][N:6]([C:32]([O:34][C:37]([CH3:42])([CH3:38])[CH3:36])=[O:33])[CH2:7][CH2:8]3)=[O:16])=[N:22][N:21]=1, predict the reactants needed to synthesize it. The reactants are: CC([CH:5]1[C:14]2[C:9](=[CH:10][C:11]([C:15]([NH:17][C:18]3[S:19][C:20]([CH2:23][O:24][C:25]4[CH:30]=[CH:29][CH:28]=[CH:27][C:26]=4[Cl:31])=[N:21][N:22]=3)=[O:16])=[CH:12][CH:13]=2)[CH2:8][CH2:7][N:6]1[C:32]([OH:34])=[O:33])(C)C.Cl[C:36]1C=CC=[CH:38][C:37]=1[C:42]1C=CC=CC=1CC1SC(N)=NN=1.[H-].[Na+].I[CH3:58]. (3) Given the product [O:23]=[C:16]1[C:17]([C:18]([O:20][CH2:21][CH3:22])=[O:19])=[CH:10][C:9]2[C:8](=[N:15][CH:14]=[CH:13][CH:12]=2)[N:7]1[C:1]1[CH:6]=[CH:5][CH:4]=[CH:3][CH:2]=1, predict the reactants needed to synthesize it. The reactants are: [C:1]1([NH:7][C:8]2[N:15]=[CH:14][CH:13]=[CH:12][C:9]=2[CH:10]=O)[CH:6]=[CH:5][CH:4]=[CH:3][CH:2]=1.[C:16](OCC)(=[O:23])[CH2:17][C:18]([O:20][CH2:21][CH3:22])=[O:19].N1CCCCC1. (4) The reactants are: [NH2:1][C:2]1[CH:3]=[C:4]([OH:12])[C:5](=[CH:10][CH:11]=1)[C:6]([O:8][CH3:9])=[O:7].[Br:13][C:14]1[CH:15]=[C:16]([S:24](Cl)(=[O:26])=[O:25])[CH:17]=[C:18]([C:20]([F:23])([F:22])[F:21])[CH:19]=1. Given the product [Br:13][C:14]1[CH:15]=[C:16]([S:24]([NH:1][C:2]2[CH:11]=[CH:10][C:5]([C:6]([O:8][CH3:9])=[O:7])=[C:4]([OH:12])[CH:3]=2)(=[O:25])=[O:26])[CH:17]=[C:18]([C:20]([F:22])([F:21])[F:23])[CH:19]=1, predict the reactants needed to synthesize it. (5) Given the product [Br:35][CH2:34][C@H:33]([C:32]1[CH:37]=[CH:38][C:29]([Br:28])=[CH:30][CH:31]=1)[OH:36], predict the reactants needed to synthesize it. The reactants are: B1(C)OC(C2C=CC=CC=2)(C2C=CC=CC=2)[C@H]2N1CCC2.B.O1CCCC1.[Br:28][C:29]1[CH:38]=[CH:37][C:32]([C:33](=[O:36])[CH2:34][Br:35])=[CH:31][CH:30]=1.Cl. (6) Given the product [NH2:15][C:16]1[C:21]([CH2:6][C:7]2[CH:12]=[CH:11][CH:10]=[CH:9][CH:8]=2)=[N:20][C:19]([Br:23])=[C:18]([Cl:24])[N:17]=1, predict the reactants needed to synthesize it. The reactants are: C1COCC1.[CH2:6]([Mg]Cl)[C:7]1[CH:12]=[CH:11][CH:10]=[CH:9][CH:8]=1.[NH2:15][C:16]1[C:21](Br)=[N:20][C:19]([Br:23])=[C:18]([Cl:24])[N:17]=1. (7) Given the product [CH3:1][O:2][C:3]1[CH:4]=[CH:5][C:6]([C:9]([NH:22][CH2:23][CH2:24][N:25]([C:31](=[O:53])[CH2:32][C:33]2[C:41]3[C:36](=[N:37][CH:38]=[N:39][C:40]=3[NH:42][C:43]([C:45]3[CH:46]=[CH:47][C:48]([O:51][CH3:52])=[CH:49][CH:50]=3)=[O:44])[NH:35][N:34]=2)[CH2:26][C:27]([OH:29])=[O:28])([C:16]2[CH:17]=[CH:18][CH:19]=[CH:20][CH:21]=2)[C:10]2[CH:15]=[CH:14][CH:13]=[CH:12][CH:11]=2)=[CH:7][CH:8]=1, predict the reactants needed to synthesize it. The reactants are: [CH3:1][O:2][C:3]1[CH:8]=[CH:7][C:6]([C:9]([NH:22][CH2:23][CH2:24][N:25]([C:31](=[O:53])[CH2:32][C:33]2[C:41]3[C:36](=[N:37][CH:38]=[N:39][C:40]=3[NH:42][C:43]([C:45]3[CH:50]=[CH:49][C:48]([O:51][CH3:52])=[CH:47][CH:46]=3)=[O:44])[NH:35][N:34]=2)[CH2:26][C:27]([O:29]C)=[O:28])([C:16]2[CH:21]=[CH:20][CH:19]=[CH:18][CH:17]=2)[C:10]2[CH:15]=[CH:14][CH:13]=[CH:12][CH:11]=2)=[CH:5][CH:4]=1.[OH-].[Na+]. (8) Given the product [CH2:20]([C:19]([C:16]1[CH:17]=[CH:18][C:13]([C:10]2[CH:11]=[CH:12][C:7]([CH2:6][C:5]([OH:41])=[O:4])=[C:8]([F:40])[CH:9]=2)=[C:14]([CH3:39])[CH:15]=1)([C:22]1[CH:27]=[CH:26][C:25]([O:28][CH2:29][CH:30]([OH:35])[C:31]([CH3:33])([CH3:34])[CH3:32])=[C:24]([CH3:36])[CH:23]=1)[CH2:37][CH3:38])[CH3:21], predict the reactants needed to synthesize it. The reactants are: [OH-].[Na+].C[O:4][C:5](=[O:41])[CH2:6][C:7]1[CH:12]=[CH:11][C:10]([C:13]2[CH:18]=[CH:17][C:16]([C:19]([CH2:37][CH3:38])([C:22]3[CH:27]=[CH:26][C:25]([O:28][CH2:29][CH:30]([OH:35])[C:31]([CH3:34])([CH3:33])[CH3:32])=[C:24]([CH3:36])[CH:23]=3)[CH2:20][CH3:21])=[CH:15][C:14]=2[CH3:39])=[CH:9][C:8]=1[F:40].[Cl-].[NH4+]. (9) Given the product [NH2:1][CH2:2][CH2:3][N:4]([CH3:8])[CH2:5][CH2:6][NH:7][C:14](=[O:15])[O:13][C:9]([CH3:12])([CH3:11])[CH3:10], predict the reactants needed to synthesize it. The reactants are: [NH2:1][CH2:2][CH2:3][N:4]([CH3:8])[CH2:5][CH2:6][NH2:7].[C:9]([O:13][C:14](=O)[O:15]C(C)(C)C)([CH3:12])([CH3:11])[CH3:10]. (10) The reactants are: [Br:1][C:2]1[CH:7]=[CH:6][C:5]([C:8]2[C:12]([C:13]3[N:14]=[CH:15][NH:16][CH:17]=3)=[C:11]([CH3:18])[O:10][N:9]=2)=[CH:4][CH:3]=1.F[C:20]1[CH:25]=[CH:24][C:23]([N+:26]([O-:28])=[O:27])=[CH:22][CH:21]=1. Given the product [Br:1][C:2]1[CH:7]=[CH:6][C:5]([C:8]2[C:12]([C:13]3[N:14]=[CH:15][N:16]([C:20]4[CH:25]=[CH:24][C:23]([N+:26]([O-:28])=[O:27])=[CH:22][CH:21]=4)[CH:17]=3)=[C:11]([CH3:18])[O:10][N:9]=2)=[CH:4][CH:3]=1, predict the reactants needed to synthesize it.